Dataset: Forward reaction prediction with 1.9M reactions from USPTO patents (1976-2016). Task: Predict the product of the given reaction. (1) The product is: [NH3:8].[N:16]([C@H:10]1[C@H:11]([O:14][CH3:15])[CH2:12][CH2:13][NH:8][CH2:9]1)=[N+:17]=[N-:18]. Given the reactants C(OC([N:8]1[CH2:13][CH2:12][C@@H:11]([O:14][CH3:15])[C@H:10]([N:16]=[N+:17]=[N-:18])[CH2:9]1)=O)(C)(C)C.FC(F)(F)C(O)=O, predict the reaction product. (2) Given the reactants Cl[C:2]1[C:11]2[C:6](=[CH:7][CH:8]=[CH:9][CH:10]=2)[C:5]([CH2:12][C:13]2[CH:18]=[CH:17][N:16]=[CH:15][CH:14]=2)=[N:4][N:3]=1.[NH2:19][C:20]1[CH:21]=[N:22][CH:23]=[CH:24][CH:25]=1.C([O-])(=O)C.C(=O)([O-])[O-].[K+].[K+], predict the reaction product. The product is: [N:22]1[CH:23]=[CH:24][CH:25]=[C:20]([NH:19][C:2]2[C:11]3[C:6](=[CH:7][CH:8]=[CH:9][CH:10]=3)[C:5]([CH2:12][C:13]3[CH:18]=[CH:17][N:16]=[CH:15][CH:14]=3)=[N:4][N:3]=2)[CH:21]=1. (3) Given the reactants C(OC(=O)[NH:7][CH:8]([C:16](=[O:27])[NH:17][C:18]1([C:21]2[N:26]=[CH:25][CH:24]=[CH:23][N:22]=2)[CH2:20][CH2:19]1)[CH2:9][CH2:10][N:11]1[N:15]=[CH:14][CH:13]=[N:12]1)(C)(C)C.[C:29]([OH:35])([C:31]([F:34])([F:33])[F:32])=[O:30], predict the reaction product. The product is: [F:32][C:31]([F:34])([F:33])[C:29]([OH:35])=[O:30].[NH2:7][CH:8]([CH2:9][CH2:10][N:11]1[N:15]=[CH:14][CH:13]=[N:12]1)[C:16]([NH:17][C:18]1([C:21]2[N:26]=[CH:25][CH:24]=[CH:23][N:22]=2)[CH2:19][CH2:20]1)=[O:27]. (4) Given the reactants [F:1][C:2]1[CH:7]=[CH:6][C:5]([O:8][C:9]([F:12])([F:11])[F:10])=[CH:4][C:3]=1[CH:13]([C:15]1[CH:20]=[CH:19][CH:18]=[CH:17][N:16]=1)[OH:14].O[CH:22]1[CH2:27][CH2:26][N:25]([CH3:28])[CH2:24][CH2:23]1.O.[OH-].[Na+], predict the reaction product. The product is: [F:1][C:2]1[CH:7]=[CH:6][C:5]([O:8][C:9]([F:12])([F:11])[F:10])=[CH:4][C:3]=1[CH:13]([O:14][CH:22]1[CH2:27][CH2:26][N:25]([CH3:28])[CH2:24][CH2:23]1)[C:15]1[CH:20]=[CH:19][CH:18]=[CH:17][N:16]=1. (5) Given the reactants [CH:1]([C:3]1[CH:12]=[CH:11][C:6]([C:7]([O:9]C)=[O:8])=[CH:5][N:4]=1)=[O:2].C[O-].[Na+].S([CH2:26][N+:27]#[C-:28])(C1C=CC(C)=CC=1)(=O)=O, predict the reaction product. The product is: [O:2]1[C:1]([C:3]2[CH:12]=[CH:11][C:6]([C:7]([OH:9])=[O:8])=[CH:5][N:4]=2)=[CH:28][N:27]=[CH:26]1.